This data is from Forward reaction prediction with 1.9M reactions from USPTO patents (1976-2016). The task is: Predict the product of the given reaction. Given the reactants C(OC(=O)[NH:10][C:11]1[CH:16]=[CH:15][C:14]([CH:17]2[CH2:22][CH2:21][N:20]([CH3:23])[CH2:19][CH:18]2[OH:24])=[CH:13][C:12]=1[O:25][CH:26]([CH3:28])[CH3:27])C1C=CC=CC=1, predict the reaction product. The product is: [NH2:10][C:11]1[CH:16]=[CH:15][C:14]([CH:17]2[CH2:22][CH2:21][N:20]([CH3:23])[CH2:19][CH:18]2[OH:24])=[CH:13][C:12]=1[O:25][CH:26]([CH3:28])[CH3:27].